Dataset: CYP2D6 inhibition data for predicting drug metabolism from PubChem BioAssay. Task: Regression/Classification. Given a drug SMILES string, predict its absorption, distribution, metabolism, or excretion properties. Task type varies by dataset: regression for continuous measurements (e.g., permeability, clearance, half-life) or binary classification for categorical outcomes (e.g., BBB penetration, CYP inhibition). Dataset: cyp2d6_veith. (1) The drug is c1ccc(Nc2ncnc3ccc(-c4cccnc4)cc23)cc1. The result is 0 (non-inhibitor). (2) The molecule is O=C(NC(Cc1c[nH]c2ccccc12)c1nnc2n1CCCCC2)c1ccccc1. The result is 0 (non-inhibitor).